Dataset: Reaction yield outcomes from USPTO patents with 853,638 reactions. Task: Predict the reaction yield, written as a fraction of the theoretical maximum amount of product (1.0 means a 100% yield; for example, 0.34 means a 34% yield). The reactants are [Cl-].O[NH3+:3].[C:4](=[O:7])([O-])[OH:5].[Na+].CS(C)=O.[CH2:13]([C:17]1[N:21]([CH2:22][C:23]2[CH:28]=[CH:27][C:26]([C:29]3[C:30]([C:35]#[N:36])=[CH:31][CH:32]=[CH:33][CH:34]=3)=[CH:25][CH:24]=2)[C:20](=[O:37])[N:19]([CH2:38][C:39]([CH3:42])([CH3:41])[CH3:40])[N:18]=1)[CH2:14][CH2:15][CH3:16]. The catalyst is C(OCC)(=O)C. The product is [CH2:13]([C:17]1[N:21]([CH2:22][C:23]2[CH:28]=[CH:27][C:26]([C:29]3[CH:34]=[CH:33][CH:32]=[CH:31][C:30]=3[C:35]3[NH:3][C:4](=[O:7])[O:5][N:36]=3)=[CH:25][CH:24]=2)[C:20](=[O:37])[N:19]([CH2:38][C:39]([CH3:41])([CH3:40])[CH3:42])[N:18]=1)[CH2:14][CH2:15][CH3:16]. The yield is 0.720.